This data is from Catalyst prediction with 721,799 reactions and 888 catalyst types from USPTO. The task is: Predict which catalyst facilitates the given reaction. Reactant: [CH:1]12[CH2:27][CH:5]3[N:6]([C:10]([O:12][CH:13]4[CH2:18][CH2:17][CH2:16][N:15]([C:19]5[CH:24]=[CH:23][C:22]([NH2:25])=[CH:21][C:20]=5[F:26])[CH2:14]4)=[O:11])[CH:7]([CH2:9][CH:3]([CH2:4]3)[O:2]1)[CH2:8]2.Br[CH2:29][CH2:30][CH2:31][CH2:32][C:33](Cl)=[O:34].CC(C)([O-])C.[K+]. Product: [CH:1]12[CH2:8][CH:7]3[N:6]([C:10]([O:12][CH:13]4[CH2:18][CH2:17][CH2:16][N:15]([C:19]5[CH:24]=[CH:23][C:22]([N:25]6[CH2:29][CH2:30][CH2:31][CH2:32][C:33]6=[O:34])=[CH:21][C:20]=5[F:26])[CH2:14]4)=[O:11])[CH:5]([CH2:4][CH:3]([CH2:9]3)[O:2]1)[CH2:27]2. The catalyst class is: 367.